The task is: Predict the reaction yield, written as a fraction of the theoretical maximum amount of product (1.0 means a 100% yield; for example, 0.34 means a 34% yield).. This data is from Reaction yield outcomes from USPTO patents with 853,638 reactions. (1) The reactants are [S:1]1[CH:5]=[CH:4][N:3]=[C:2]1[NH:6][S:7]([C:10]1[CH:15]=[CH:14][C:13]([CH:16]2[CH2:20][CH2:19][CH2:18][N:17]2C(=O)C(F)(F)F)=[CH:12][CH:11]=1)(=[O:9])=[O:8].[OH-].[Na+].Cl. The catalyst is O. The product is [NH:17]1[CH2:18][CH2:19][CH2:20][CH:16]1[C:13]1[CH:14]=[CH:15][C:10]([S:7]([NH:6][C:2]2[S:1][CH:5]=[CH:4][N:3]=2)(=[O:8])=[O:9])=[CH:11][CH:12]=1. The yield is 0.530. (2) The reactants are [CH2:1]([O:8][C:9]1[CH:14]=[CH:13][C:12]([C:15]2[N:19]([CH:20]3[CH2:25][CH2:24][CH2:23][CH2:22][CH2:21]3)[C:18]3[CH:26]=[CH:27][C:28]([C:30]#[N:31])=[CH:29][C:17]=3[N:16]=2)=[CH:11][CH:10]=1)[C:2]1[CH:7]=[CH:6][CH:5]=[CH:4][CH:3]=1.C[Sn]([N:36]=[N+:37]=[N-:38])(C)C. The catalyst is C1(C)C=CC=CC=1. The product is [CH2:1]([O:8][C:9]1[CH:10]=[CH:11][C:12]([C:15]2[N:19]([CH:20]3[CH2:21][CH2:22][CH2:23][CH2:24][CH2:25]3)[C:18]3[CH:26]=[CH:27][C:28]([C:30]4[NH:38][N:37]=[N:36][N:31]=4)=[CH:29][C:17]=3[N:16]=2)=[CH:13][CH:14]=1)[C:2]1[CH:7]=[CH:6][CH:5]=[CH:4][CH:3]=1. The yield is 0.200. (3) The reactants are [C:1]([O:5][C@@H:6]([C:10]1[C:37]([CH3:38])=[N:36][C:35]2=[CH:39][C:32]3=[N:33][N:34]2[C:11]=1[N:12]1[CH2:43][CH2:42][C:15]([CH3:44])([O:16][CH2:17][CH:18]=[CH:19][CH2:20][C@H:21]([CH3:41])[O:22][C:23]2[C:28]([CH2:29][O:30][CH2:31]3)=[CH:27][CH:26]=[C:25]([Cl:40])[CH:24]=2)[CH2:14][CH2:13]1)[C:7]([OH:9])=[O:8])([CH3:4])([CH3:3])[CH3:2].[BH4-].[Na+]. The catalyst is C(O)C.CC1C=C(C)C(N2C(=[Ru](Cl)(Cl)=CC3C=CC=CC=3OC(C)C)N(C3C(C)=CC(C)=CC=3C)CC2)=C(C)C=1. The product is [C:1]([O:5][C@@H:6]([C:10]1[C:37]([CH3:38])=[N:36][C:35]2=[CH:39][C:32]3=[N:33][N:34]2[C:11]=1[N:12]1[CH2:13][CH2:14][C:15]([CH3:44])([O:16][CH2:17][CH2:18][CH2:19][CH2:20][C@H:21]([CH3:41])[O:22][C:23]2[C:28]([CH2:29][O:30][CH2:31]3)=[CH:27][CH:26]=[C:25]([Cl:40])[CH:24]=2)[CH2:42][CH2:43]1)[C:7]([OH:9])=[O:8])([CH3:4])([CH3:2])[CH3:3]. The yield is 0.304. (4) The reactants are [C:1]([Si:5]([C:25]1[CH:30]=[CH:29][CH:28]=[CH:27][CH:26]=1)([C:19]1[CH:24]=[CH:23][CH:22]=[CH:21][CH:20]=1)[O:6][CH:7]1[CH2:12][CH2:11][CH:10]([CH:13]2[CH2:17][CH2:16][NH:15][C:14]2=[O:18])[CH2:9][CH2:8]1)([CH3:4])([CH3:3])[CH3:2].[H-].[Na+].Br[CH2:34][C:35]1[C:40]([Cl:41])=[CH:39][C:38]([O:42][CH2:43][C:44]2[CH:49]=[CH:48][CH:47]=[CH:46][CH:45]=2)=[CH:37][C:36]=1[Cl:50]. The catalyst is CN(C=O)C.C(OCC)C. The product is [CH2:43]([O:42][C:38]1[CH:37]=[C:36]([Cl:50])[C:35]([CH2:34][N:15]2[CH2:16][CH2:17][CH:13]([CH:10]3[CH2:11][CH2:12][CH:7]([O:6][Si:5]([C:1]([CH3:4])([CH3:2])[CH3:3])([C:19]4[CH:20]=[CH:21][CH:22]=[CH:23][CH:24]=4)[C:25]4[CH:30]=[CH:29][CH:28]=[CH:27][CH:26]=4)[CH2:8][CH2:9]3)[C:14]2=[O:18])=[C:40]([Cl:41])[CH:39]=1)[C:44]1[CH:45]=[CH:46][CH:47]=[CH:48][CH:49]=1. The yield is 0.990. (5) The reactants are [CH2:1]([C:5]1[C:13]([C:14]2[CH:19]=[CH:18][N:17]=[C:16]([S:20][CH3:21])[N:15]=2)=[C:8]2[CH:9]=[CH:10][CH:11]=[CH:12][N:7]2[N:6]=1)[CH:2]([CH3:4])[CH3:3].C(=O)(O)[O-:23].[Na+].ClC1C=CC=C(C(OO)=O)C=1. The catalyst is ClCCl. The product is [CH2:1]([C:5]1[C:13]([C:14]2[CH:19]=[CH:18][N:17]=[C:16]([S:20]([CH3:21])=[O:23])[N:15]=2)=[C:8]2[CH:9]=[CH:10][CH:11]=[CH:12][N:7]2[N:6]=1)[CH:2]([CH3:4])[CH3:3]. The yield is 0.990.